From a dataset of Catalyst prediction with 721,799 reactions and 888 catalyst types from USPTO. Predict which catalyst facilitates the given reaction. (1) The catalyst class is: 1. Reactant: C1N=CN(C(N2C=NC=C2)=O)C=1.Cl[C:14]1[C:19]([CH2:20][C:21]([OH:23])=O)=[CH:18][CH:17]=[CH:16][N:15]=1.[NH2:24][C:25]1[CH:30]=[CH:29][CH:28]=[CH:27][N:26]=1.[Cl:31]CCl. Product: [Cl:31][C:16]1[N:15]=[CH:14][C:19]([CH2:20][C:21]([NH:24][C:25]2[CH:30]=[CH:29][CH:28]=[CH:27][N:26]=2)=[O:23])=[CH:18][CH:17]=1. (2) Reactant: [OH:1][C:2]1[CH:9]=[CH:8][CH:7]=[C:6]([O:10][CH3:11])[C:3]=1[CH:4]=[O:5].N1C=CC=CC=1.[F:18][C:19]([F:32])([F:31])[S:20](O[S:20]([C:19]([F:32])([F:31])[F:18])(=[O:22])=[O:21])(=[O:22])=[O:21].Cl. Product: [F:18][C:19]([F:32])([F:31])[S:20]([O:1][C:2]1[CH:9]=[CH:8][CH:7]=[C:6]([O:10][CH3:11])[C:3]=1[CH:4]=[O:5])(=[O:22])=[O:21]. The catalyst class is: 46. (3) The catalyst class is: 390. Product: [Cl:12][C:13]1[CH:18]=[CH:17][CH:16]=[C:15]([Cl:19])[C:14]=1[N:20]1[CH:31]=[CH:30][C:23]2[N:24]=[C:25]([NH:55][C:52]3[CH:53]=[N:54][C:49]([N:46]4[CH2:47][CH2:48][N:43]([CH3:42])[CH2:44][CH2:45]4)=[CH:50][CH:51]=3)[N:26]=[CH:27][C:22]=2[C:21]1=[O:32]. Reactant: C1C=C(Cl)C=C(C(OO)=O)C=1.[Cl:12][C:13]1[CH:18]=[CH:17][CH:16]=[C:15]([Cl:19])[C:14]=1[N:20]1[CH:31]=[CH:30][C:23]2[N:24]=[C:25](SC)[N:26]=[CH:27][C:22]=2[C:21]1=[O:32].CCN(C(C)C)C(C)C.[CH3:42][N:43]1[CH2:48][CH2:47][N:46]([C:49]2[N:54]=[CH:53][C:52]([NH2:55])=[CH:51][CH:50]=2)[CH2:45][CH2:44]1. (4) Reactant: [NH:1]1[C:9]2[C:4](=[CH:5][CH:6]=[N:7][CH:8]=2)[CH:3]=[CH:2]1.[NH:10]1[CH2:14][CH2:13][CH2:12][CH2:11]1. Product: [CH2:13]1[CH:14]2[N:10]([CH2:2][CH:3]=[C:4]([C:3]3[C:4]4[C:9](=[CH:8][N:7]=[CH:6][CH:5]=4)[NH:1][CH:2]=3)[CH2:5]2)[CH2:11][CH2:12]1. The catalyst class is: 8. (5) Reactant: Cl.[NH2:2][C@@H:3]1[CH2:5][C@H:4]1[C:6]1[CH:7]=[C:8]([CH:13]=[CH:14][C:15]=1[F:16])[C:9]([O:11][CH3:12])=[O:10].C(=O)([O-])O.[Na+].[CH:22]1([CH:25]=O)[CH2:24][CH2:23]1.[BH4-].[Na+].[C:29](O[C:29]([O:31][C:32]([CH3:35])([CH3:34])[CH3:33])=[O:30])([O:31][C:32]([CH3:35])([CH3:34])[CH3:33])=[O:30]. The catalyst class is: 799. Product: [C:32]([O:31][C:29]([N:2]([CH2:25][CH:22]1[CH2:23][CH2:24]1)[C@@H:3]1[CH2:5][C@H:4]1[C:6]1[CH:7]=[C:8]([CH:13]=[CH:14][C:15]=1[F:16])[C:9]([O:11][CH3:12])=[O:10])=[O:30])([CH3:35])([CH3:34])[CH3:33]. (6) Reactant: Br[C:2]1[CH:3]=[C:4]([NH2:10])[C:5]([O:8][CH3:9])=[N:6][CH:7]=1.[B:11]1([B:11]2[O:15][C:14]([CH3:17])([CH3:16])[C:13]([CH3:19])([CH3:18])[O:12]2)[O:15][C:14]([CH3:17])([CH3:16])[C:13]([CH3:19])([CH3:18])[O:12]1.C([O-])(=O)C.[K+]. Product: [CH3:9][O:8][C:5]1[C:4]([NH2:10])=[CH:3][C:2]([B:11]2[O:15][C:14]([CH3:17])([CH3:16])[C:13]([CH3:19])([CH3:18])[O:12]2)=[CH:7][N:6]=1. The catalyst class is: 12.